This data is from Catalyst prediction with 721,799 reactions and 888 catalyst types from USPTO. The task is: Predict which catalyst facilitates the given reaction. (1) The catalyst class is: 3. Reactant: [F:1][C:2]([F:13])([C:6]1[CH:11]=[CH:10][C:9]([F:12])=[CH:8][N:7]=1)[C:3]([O-:5])=O.[Na+].CN(C(ON1N=NC2C=CC=NC1=2)=[N+](C)C)C.F[P-](F)(F)(F)(F)F.[NH2:39][C:40]1[CH:48]=[CH:47][CH:46]=[CH:45][C:41]=1[C:42]([NH2:44])=[O:43]. Product: [F:13][C:2]([F:1])([C:6]1[CH:11]=[CH:10][C:9]([F:12])=[CH:8][N:7]=1)[C:3]([NH:39][C:40]1[CH:48]=[CH:47][CH:46]=[CH:45][C:41]=1[C:42]([NH2:44])=[O:43])=[O:5]. (2) Reactant: [C:1]([O:4][C:5]1[CH:6]=[C:7]2[C:12](=[CH:13][CH:14]=1)[N:11]=[C:10]([C:15]1[CH:20]=[CH:19][CH:18]=[C:17]([N+:21]([O-])=O)[CH:16]=1)[N:9]=[C:8]2[NH:24][C:25]1[CH:26]=[C:27]2[C:31](=[CH:32][CH:33]=1)[N:30]([C:34]([O:36][C:37]([CH3:40])([CH3:39])[CH3:38])=[O:35])[N:29]=[CH:28]2)(=[O:3])[CH3:2]. Product: [C:1]([O:4][C:5]1[CH:6]=[C:7]2[C:12](=[CH:13][CH:14]=1)[N:11]=[C:10]([C:15]1[CH:20]=[CH:19][CH:18]=[C:17]([NH2:21])[CH:16]=1)[N:9]=[C:8]2[NH:24][C:25]1[CH:26]=[C:27]2[C:31](=[CH:32][CH:33]=1)[N:30]([C:34]([O:36][C:37]([CH3:40])([CH3:39])[CH3:38])=[O:35])[N:29]=[CH:28]2)(=[O:3])[CH3:2]. The catalyst class is: 19. (3) Reactant: [NH2:1][C:2]1[CH:7]=[CH:6][C:5]([N:8]2[C:14](=[O:15])[CH2:13][C:12](=[O:16])[NH:11][C:10]3[C:17]4[C:22]([CH:23]=[CH:24][C:9]2=3)=[CH:21][CH:20]=[CH:19][CH:18]=4)=[CH:4][CH:3]=1.[C:25](Cl)(=[O:32])[C:26]1[CH:31]=[CH:30][CH:29]=[CH:28][CH:27]=1.C(=O)([O-])O.[Na+]. Product: [C:25]([NH:1][C:2]1[CH:7]=[CH:6][C:5]([N:8]2[C:14](=[O:15])[CH2:13][C:12](=[O:16])[NH:11][C:10]3[C:17]4[C:22]([CH:23]=[CH:24][C:9]2=3)=[CH:21][CH:20]=[CH:19][CH:18]=4)=[CH:4][CH:3]=1)(=[O:32])[C:26]1[CH:31]=[CH:30][CH:29]=[CH:28][CH:27]=1. The catalyst class is: 17. (4) Reactant: [NH2:1][C@@H:2]1[C:11]2[C:6](=[CH:7][CH:8]=[CH:9][CH:10]=2)[C@H:5]([OH:12])[CH2:4][CH2:3]1.[H-].[Na+].F[C:16]1[CH:17]=[CH:18][C:19]2[N:20]([C:22]([N:25]([CH3:31])[CH2:26][CH2:27][N:28]([CH3:30])[CH3:29])=[N:23][N:24]=2)[CH:21]=1.N. Product: [NH2:1][C@@H:2]1[C:11]2[C:6](=[CH:7][CH:8]=[CH:9][CH:10]=2)[C@H:5]([O:12][C:16]2[CH:17]=[CH:18][C:19]3[N:20]([C:22]([N:25]([CH3:31])[CH2:26][CH2:27][N:28]([CH3:30])[CH3:29])=[N:23][N:24]=3)[CH:21]=2)[CH2:4][CH2:3]1. The catalyst class is: 655. (5) Reactant: [Br:1][C:2]1[CH:3]=[C:4]([CH:21]=[C:22]([C:24]([F:27])([F:26])[F:25])[CH:23]=1)[C:5]([N:7]([CH2:9][C@H:10]([C:14]1[CH:19]=[CH:18][C:17]([F:20])=[CH:16][CH:15]=1)[CH2:11][CH:12]=O)[CH3:8])=[O:6].[NH:28]1[CH2:31][CH:30]([N:32]2[CH2:37][CH2:36][O:35][CH2:34][C@H:33]2[CH2:38][CH2:39][OH:40])[CH2:29]1.C(N(CC)CC)C.C([BH3-])#N.[Na+]. The catalyst class is: 466. Product: [Br:1][C:2]1[CH:3]=[C:4]([CH:21]=[C:22]([C:24]([F:27])([F:25])[F:26])[CH:23]=1)[C:5]([N:7]([CH2:9][C@H:10]([C:14]1[CH:15]=[CH:16][C:17]([F:20])=[CH:18][CH:19]=1)[CH2:11][CH2:12][N:28]1[CH2:29][CH:30]([N:32]2[CH2:37][CH2:36][O:35][CH2:34][C@H:33]2[CH2:38][CH2:39][OH:40])[CH2:31]1)[CH3:8])=[O:6]. (6) Reactant: [N:1]1([C:7]([O:9][C:10]([CH3:13])([CH3:12])[CH3:11])=[O:8])[CH2:6][CH2:5][NH:4][CH2:3][CH2:2]1.Cl[CH:15]([C:44]1[CH:49]=[CH:48][N:47]=[CH:46][CH:45]=1)[C:16]1[O:17][C:18]2[CH:24]=[CH:23][C:22]([CH2:25][C:26]([NH:28][CH:29]([C:36]3[CH:41]=[CH:40][C:39]([CH3:42])=[CH:38][C:37]=3[CH3:43])[C:30]3[CH:35]=[CH:34][CH:33]=[CH:32][CH:31]=3)=[O:27])=[CH:21][C:19]=2[CH:20]=1.O. Product: [CH3:43][C:37]1[CH:38]=[C:39]([CH3:42])[CH:40]=[CH:41][C:36]=1[CH:29]([NH:28][C:26](=[O:27])[CH2:25][C:22]1[CH:23]=[CH:24][C:18]2[O:17][C:16]([CH:15]([C:44]3[CH:45]=[CH:46][N:47]=[CH:48][CH:49]=3)[N:4]3[CH2:5][CH2:6][N:1]([C:7]([O:9][C:10]([CH3:13])([CH3:12])[CH3:11])=[O:8])[CH2:2][CH2:3]3)=[CH:20][C:19]=2[CH:21]=1)[C:30]1[CH:31]=[CH:32][CH:33]=[CH:34][CH:35]=1. The catalyst class is: 23.